Dataset: Catalyst prediction with 721,799 reactions and 888 catalyst types from USPTO. Task: Predict which catalyst facilitates the given reaction. (1) Reactant: Cl[C:2]1[C:3]2[CH:19]=[C:18]([CH3:20])[S:17][C:4]=2[N:5]=[C:6]([C:8]([C:10]2[CH:15]=[CH:14][C:13]([F:16])=[CH:12][CH:11]=2)=[O:9])[N:7]=1.[CH3:21][C:22]1[NH:26][N:25]=[C:24]([NH2:27])[CH:23]=1.Cl.O1CCOCC1. Product: [F:16][C:13]1[CH:14]=[CH:15][C:10]([C:8]([C:6]2[N:7]=[C:2]([NH:27][C:24]3[CH:23]=[C:22]([CH3:21])[NH:26][N:25]=3)[C:3]3[CH:19]=[C:18]([CH3:20])[S:17][C:4]=3[N:5]=2)=[O:9])=[CH:11][CH:12]=1. The catalyst class is: 18. (2) Reactant: N[CH2:2][C:3]1[CH:4]=[C:5]([CH:9]=[CH:10][C:11]=1[Br:12])[C:6]([O-:8])=[O:7].[CH3:13][C:14]([O:17][C:18](O[C:18]([O:17][C:14]([CH3:16])([CH3:15])[CH3:13])=[O:19])=[O:19])([CH3:16])[CH3:15].[CH3:28]CN(C(C)C)C(C)C. Product: [Br:12][C:11]1[CH:10]=[CH:9][C:5]([C:6]([O:8][CH3:28])=[O:7])=[CH:4][C:3]=1[CH2:2][C:18]([O:17][C:14]([CH3:16])([CH3:15])[CH3:13])=[O:19]. The catalyst class is: 2.